Dataset: Peptide-MHC class I binding affinity with 185,985 pairs from IEDB/IMGT. Task: Regression. Given a peptide amino acid sequence and an MHC pseudo amino acid sequence, predict their binding affinity value. This is MHC class I binding data. (1) The peptide sequence is VTDEGTSSF. The MHC is HLA-C05:01 with pseudo-sequence HLA-C05:01. The binding affinity (normalized) is 1.00. (2) The peptide sequence is NFRAYVDGF. The MHC is HLA-A24:02 with pseudo-sequence HLA-A24:02. The binding affinity (normalized) is 0.402. (3) The peptide sequence is LFPELECFF. The MHC is HLA-A26:01 with pseudo-sequence HLA-A26:01. The binding affinity (normalized) is 0.0847. (4) The peptide sequence is LAGPMPVTV. The MHC is HLA-B51:01 with pseudo-sequence HLA-B51:01. The binding affinity (normalized) is 0.374. (5) The peptide sequence is ILRNPGYAL. The MHC is HLA-A02:03 with pseudo-sequence HLA-A02:03. The binding affinity (normalized) is 0.0847. (6) The peptide sequence is HDLMMGYAWI. The MHC is HLA-A29:02 with pseudo-sequence HLA-A29:02. The binding affinity (normalized) is 0. (7) The peptide sequence is VLSAATETY. The MHC is HLA-A31:01 with pseudo-sequence HLA-A31:01. The binding affinity (normalized) is 0. (8) The peptide sequence is SEHTGREIV. The MHC is HLA-B44:02 with pseudo-sequence HLA-B44:02. The binding affinity (normalized) is 0.0847.